This data is from HIV replication inhibition screening data with 41,000+ compounds from the AIDS Antiviral Screen. The task is: Binary Classification. Given a drug SMILES string, predict its activity (active/inactive) in a high-throughput screening assay against a specified biological target. (1) The drug is COc1cc(NCCCCCNC(=N)NC#N)c2ncccc2c1. The result is 0 (inactive). (2) The molecule is O=C1[OH+][Pt-2]2(NC3CCCCC3N2)[OH+]P1(=O)[O-].[Na+]. The result is 0 (inactive). (3) The compound is CCCNC(=O)N(CCC)S(=O)(=O)c1ccc(Cl)cc1. The result is 0 (inactive). (4) The drug is O=C1CC(c2cccc(Cl)c2)n2cccc21. The result is 0 (inactive). (5) The drug is Oc1cc(N2CCCC2)ccc1C=NN1C(=S)N(c2ccccc2)C(=Nc2ccccc2)C1=Nc1ccccc1. The result is 0 (inactive). (6) The drug is CCCN(CCCCC(NC(C)=O)C(=O)NCc1ccccc1)C(=O)N(CCCl)N=O. The result is 0 (inactive). (7) The molecule is O=C(C=CNC(=O)OCc1ccccc1)OCc1ccccc1. The result is 0 (inactive).